Dataset: Full USPTO retrosynthesis dataset with 1.9M reactions from patents (1976-2016). Task: Predict the reactants needed to synthesize the given product. (1) Given the product [F:1][C:2]([F:12])([F:13])[C:3]1[CH:4]=[C:5]([NH:9][C:10]([N:27]2[C:28]3[C:24](=[CH:23][C:22]([O:21][C:19]4[CH:18]=[C:17]([Cl:31])[N:16]=[C:15]([NH2:14])[N:20]=4)=[CH:30][CH:29]=3)[CH2:25][CH2:26]2)=[O:11])[CH:6]=[CH:7][CH:8]=1, predict the reactants needed to synthesize it. The reactants are: [F:1][C:2]([F:13])([F:12])[C:3]1[CH:4]=[C:5]([N:9]=[C:10]=[O:11])[CH:6]=[CH:7][CH:8]=1.[NH2:14][C:15]1[N:20]=[C:19]([O:21][C:22]2[CH:23]=[C:24]3[C:28](=[CH:29][CH:30]=2)[NH:27][CH2:26][CH2:25]3)[CH:18]=[C:17]([Cl:31])[N:16]=1. (2) Given the product [CH3:1][O:2][C:3]([C:5]1[CH:10]=[C:9]([CH2:11][N:29]([CH2:30][C:31]([O:33][C:34]([CH3:37])([CH3:36])[CH3:35])=[O:32])[CH:25]2[C:26]3[C:22](=[C:21]([CH3:38])[C:20]([C:18]([O:17][C:13]([CH3:16])([CH3:15])[CH3:14])=[O:19])=[CH:28][CH:27]=3)[CH2:23][CH2:24]2)[N:8]=[CH:7][N:6]=1)=[O:4], predict the reactants needed to synthesize it. The reactants are: [CH3:1][O:2][C:3]([C:5]1[CH:10]=[C:9]([CH2:11]Br)[N:8]=[CH:7][N:6]=1)=[O:4].[C:13]([O:17][C:18]([C:20]1[C:21]([CH3:38])=[C:22]2[C:26](=[CH:27][CH:28]=1)[CH:25]([NH:29][CH2:30][C:31]([O:33][C:34]([CH3:37])([CH3:36])[CH3:35])=[O:32])[CH2:24][CH2:23]2)=[O:19])([CH3:16])([CH3:15])[CH3:14].C(N(CC)CC)C. (3) Given the product [Cl:20][C:21]1[N:26]=[C:25]([NH:29][C:30]2[CH:31]=[CH:32][C:33]3[O:34][CH2:35][C:36](=[O:40])[NH:37][C:38]=3[N:39]=2)[C:24]([F:28])=[CH:23][N:22]=1, predict the reactants needed to synthesize it. The reactants are: ClC1N=C(NC2C=CC3OCCOC=3C=2)C(F)=CN=1.[Cl:20][C:21]1[N:26]=[C:25](Cl)[C:24]([F:28])=[CH:23][N:22]=1.[NH2:29][C:30]1[CH:31]=[CH:32][C:33]2[O:34][CH2:35][C:36](=[O:40])[NH:37][C:38]=2[N:39]=1. (4) The reactants are: [C:1]([NH:4][C:5]([CH2:16][C:17]1[CH:22]=[CH:21][C:20](F)=[C:19]([N+:24]([O-:26])=[O:25])[CH:18]=1)([C:11]([O:13][CH2:14][CH3:15])=[O:12])[C:6]([O:8][CH2:9][CH3:10])=[O:7])(=[O:3])[CH3:2].[N+](CC)([O-])=[O:28].[CH2:32]1[CH2:42]CN2C(=NCCC2)CC1. Given the product [C:1]([NH:4][C:5]([CH2:16][C:17]1[CH:22]=[CH:21][C:20]([C:42](=[O:28])[CH3:32])=[C:19]([N+:24]([O-:26])=[O:25])[CH:18]=1)([C:11]([O:13][CH2:14][CH3:15])=[O:12])[C:6]([O:8][CH2:9][CH3:10])=[O:7])(=[O:3])[CH3:2], predict the reactants needed to synthesize it.